Dataset: Catalyst prediction with 721,799 reactions and 888 catalyst types from USPTO. Task: Predict which catalyst facilitates the given reaction. (1) Reactant: [Cl:1][C:2]1[CH:7]=[CH:6][C:5]([N:8]=[C:9]=[O:10])=[CH:4][C:3]=1[C:11]([F:14])([F:13])[F:12].[CH3:15][S:16][C:17]1[N:22]=[C:21]([O:23][C:24]2[CH:29]=[CH:28][C:27]([NH2:30])=[CH:26][CH:25]=2)[CH:20]=[CH:19][N:18]=1. Product: [Cl:1][C:2]1[CH:7]=[CH:6][C:5]([NH:8][C:9]([NH:30][C:27]2[CH:26]=[CH:25][C:24]([O:23][C:21]3[CH:20]=[CH:19][N:18]=[C:17]([S:16][CH3:15])[N:22]=3)=[CH:29][CH:28]=2)=[O:10])=[CH:4][C:3]=1[C:11]([F:12])([F:13])[F:14]. The catalyst class is: 1. (2) Reactant: [H-].[Na+].O[C:4](C(F)(F)F)=O.[C:10]1([C:16]2[C:24]3[C:19](=[CH:20][C:21]([C:25]([O:27][CH3:28])=[O:26])=[CH:22][CH:23]=3)[NH:18][CH:17]=2)[CH:15]=[CH:14][CH:13]=[CH:12][CH:11]=1.CI.O. Product: [CH3:4][N:18]1[C:19]2[C:24](=[CH:23][CH:22]=[C:21]([C:25]([O:27][CH3:28])=[O:26])[CH:20]=2)[C:16]([C:10]2[CH:11]=[CH:12][CH:13]=[CH:14][CH:15]=2)=[CH:17]1. The catalyst class is: 3. (3) Reactant: [O:1]1[C:6]2[CH:7]=[CH:8][CH:9]=[CH:10][C:5]=2[O:4][CH2:3][C@@H:2]1[C:11]1[CH:18]=[CH:17][C:14]([CH:15]=O)=[CH:13][CH:12]=1.Cl.[CH3:20][O:21][C:22]([CH:24]1[CH2:29][CH2:28][N:27](C)[CH2:26][CH2:25]1)=[O:23].[C:31](O[BH-](OC(=O)C)OC(=O)C)(=O)C.[Na+]. The catalyst class is: 554. Product: [CH3:20][O:21][C:22]([C:24]1([CH3:31])[CH2:25][CH2:26][N:27]([CH2:15][C:14]2[CH:17]=[CH:18][C:11]([C@@H:2]3[O:1][C:6]4[CH:7]=[CH:8][CH:9]=[CH:10][C:5]=4[O:4][CH2:3]3)=[CH:12][CH:13]=2)[CH2:28][CH2:29]1)=[O:23]. (4) Reactant: [Cl:1][C:2]1[CH:27]=[CH:26][CH:25]=[C:24]([Cl:28])[C:3]=1/[CH:4]=[CH:5]/[C:6]1[CH:7]=[C:8]([CH2:12][CH:13]([OH:23])[CH2:14][NH:15][C:16](=[O:22])[O:17][C:18]([CH3:21])([CH3:20])[CH3:19])[CH:9]=[CH:10][CH:11]=1.[Cr](Cl)([O-])(=O)=O.[NH+]1C=CC=CC=1. Product: [Cl:1][C:2]1[CH:27]=[CH:26][CH:25]=[C:24]([Cl:28])[C:3]=1/[CH:4]=[CH:5]/[C:6]1[CH:7]=[C:8]([CH2:12][C:13](=[O:23])[CH2:14][NH:15][C:16](=[O:22])[O:17][C:18]([CH3:21])([CH3:20])[CH3:19])[CH:9]=[CH:10][CH:11]=1. The catalyst class is: 2. (5) Reactant: [Br:1][C:2]1[CH:3]=[CH:4][C:5]2[C:6]3[N:14]([CH2:15][CH:16]4[CH2:21][CH2:20][CH2:19][CH2:18][CH2:17]4)[C:13]([CH2:22][O:23][CH2:24][CH3:25])=[N:12][C:7]=3[CH:8]=[N:9][C:10]=2[CH:11]=1.ClC1C=C(C=CC=1)C(OO)=O.[OH-].[NH4+:38].C1(C)C=CC(S(Cl)(=O)=O)=CC=1. Product: [Br:1][C:2]1[CH:3]=[CH:4][C:5]2[C:6]3[N:14]([CH2:15][CH:16]4[CH2:21][CH2:20][CH2:19][CH2:18][CH2:17]4)[C:13]([CH2:22][O:23][CH2:24][CH3:25])=[N:12][C:7]=3[C:8]([NH2:38])=[N:9][C:10]=2[CH:11]=1. The catalyst class is: 10. (6) Reactant: [CH2:1]([O:8][C:9]1[CH:10]=[C:11]2[C:15](=[CH:16][CH:17]=1)[N:14]([CH2:18][CH2:19][CH2:20][C:21]([O:23][CH2:24][CH3:25])=[O:22])[C:13]([C:26](OCC)=[O:27])=[CH:12]2)[C:2]1[CH:7]=[CH:6][CH:5]=[CH:4][CH:3]=1.CC([O-])(C)C.[K+].Cl. Product: [CH2:1]([O:8][C:9]1[CH:10]=[C:11]2[C:15](=[CH:16][CH:17]=1)[N:14]1[CH2:18][CH2:19][C:20]([C:21]([O:23][CH2:24][CH3:25])=[O:22])=[C:26]([OH:27])[C:13]1=[CH:12]2)[C:2]1[CH:7]=[CH:6][CH:5]=[CH:4][CH:3]=1. The catalyst class is: 1. (7) Reactant: [CH:1]([C@@H:4]1[CH2:8][O:7][C:6](=[O:9])[NH:5]1)([CH3:3])[CH3:2].[Li]CCCC.[Cl:15][C:16]1[CH:21]=[CH:20][C:19]([CH2:22][C:23](Cl)=[O:24])=[CH:18][CH:17]=1. Product: [Cl:15][C:16]1[CH:21]=[CH:20][C:19]([CH2:22][C:23]([N:5]2[C@H:4]([CH:1]([CH3:3])[CH3:2])[CH2:8][O:7][C:6]2=[O:9])=[O:24])=[CH:18][CH:17]=1. The catalyst class is: 1. (8) Reactant: [CH:1]12[NH:8][CH:5]([CH2:6][CH2:7]1)[CH2:4][CH:3]([N:9]1[CH2:14][CH2:13][C:12]3([C:23]4[C:18](=[CH:19][CH:20]=[CH:21][CH:22]=4)[CH2:17][N:16]([C:24]([O:26][C:27]([CH3:30])([CH3:29])[CH3:28])=[O:25])[CH2:15]3)[CH2:11][CH2:10]1)[CH2:2]2.[C:31](Cl)(=[O:38])[O:32][C@@H:33]1[CH2:37][CH2:36][O:35][CH2:34]1.C(N(CC)CC)C.Cl. Product: [O:35]1[CH2:36][CH2:37][C@@H:33]([O:32][C:31]([N:8]2[CH:1]3[CH2:7][CH2:6][CH:5]2[CH2:4][CH:3]([N:9]2[CH2:10][CH2:11][C:12]4([C:23]5[C:18](=[CH:19][CH:20]=[CH:21][CH:22]=5)[CH2:17][N:16]([C:24]([O:26][C:27]([CH3:30])([CH3:29])[CH3:28])=[O:25])[CH2:15]4)[CH2:13][CH2:14]2)[CH2:2]3)=[O:38])[CH2:34]1. The catalyst class is: 28. (9) Reactant: [NH2:1][CH2:2][CH2:3][N:4]1[CH2:9][CH2:8][O:7][C@H:6]([CH2:10][O:11][C:12]2[C:21]3[C:16](=[N:17][CH:18]=[CH:19][N:20]=3)[CH:15]=[C:14]([C:22]3[CH:30]=[CH:29][C:25]([N:26]([CH3:28])[CH3:27])=[CH:24][CH:23]=3)[N:13]=2)[CH2:5]1.CCN(CC)CC.[C:38](Cl)(=[O:40])[CH3:39]. Product: [CH3:28][N:26]([CH3:27])[C:25]1[CH:29]=[CH:30][C:22]([C:14]2[N:13]=[C:12]([O:11][CH2:10][C@@H:6]3[CH2:5][N:4]([CH2:3][CH2:2][NH:1][C:38](=[O:40])[CH3:39])[CH2:9][CH2:8][O:7]3)[C:21]3[C:16](=[N:17][CH:18]=[CH:19][N:20]=3)[CH:15]=2)=[CH:23][CH:24]=1. The catalyst class is: 2.